This data is from Forward reaction prediction with 1.9M reactions from USPTO patents (1976-2016). The task is: Predict the product of the given reaction. (1) Given the reactants O=C1C2C=CC=CC=2C(=O)[N:3]1[CH2:12][C@H:13]([NH:21][C:22]([NH:24][NH:25][C:26]([C:28]1[CH:33]=[CH:32][C:31]2[CH:34]=[N:35][CH:36]=[C:37]([O:38][CH3:39])[C:30]=2[N:29]=1)=O)=[S:23])[CH2:14][C:15]1[CH:20]=[CH:19][CH:18]=[CH:17][CH:16]=1.COC1C2N=C(C(NN)=O)C=CC=2C=NC=1.N[C@H](CC1C=CC=CC=1)CN1C(=O)C2C=CC=CC=2C1=O.Cl, predict the reaction product. The product is: [NH2:3][CH2:12][C@H:13]([NH:21][C:22]1[S:23][C:26]([C:28]2[CH:33]=[CH:32][C:31]3[CH:34]=[N:35][CH:36]=[C:37]([O:38][CH3:39])[C:30]=3[N:29]=2)=[N:25][N:24]=1)[CH2:14][C:15]1[CH:20]=[CH:19][CH:18]=[CH:17][CH:16]=1. (2) Given the reactants [OH:1][CH2:2][C@H:3]([CH2:19][CH:20]=[CH2:21])[CH2:4][C@H:5]1[CH2:9][O:8][C:7]([CH3:11])([CH3:10])[N:6]1[C:12]([O:14][C:15]([CH3:18])([CH3:17])[CH3:16])=[O:13].N1C=CN=C1.[CH3:27][C:28]([Si:31](Cl)([CH3:33])[CH3:32])([CH3:30])[CH3:29], predict the reaction product. The product is: [Si:31]([O:1][CH2:2][C@H:3]([CH2:19][CH:20]=[CH2:21])[CH2:4][C@H:5]1[CH2:9][O:8][C:7]([CH3:11])([CH3:10])[N:6]1[C:12]([O:14][C:15]([CH3:18])([CH3:17])[CH3:16])=[O:13])([C:28]([CH3:30])([CH3:29])[CH3:27])([CH3:33])[CH3:32]. (3) Given the reactants [N+:1]([C:4]1[CH:5]=[CH:6][CH:7]=[C:8]2[C:12]=1[NH:11][N:10]=[C:9]2[C:13]1[CH:18]=[CH:17][N:16]=[CH:15][CH:14]=1)([O-])=O, predict the reaction product. The product is: [N:16]1[CH:17]=[CH:18][C:13]([C:9]2[C:8]3[C:12](=[C:4]([NH2:1])[CH:5]=[CH:6][CH:7]=3)[NH:11][N:10]=2)=[CH:14][CH:15]=1.